From a dataset of Forward reaction prediction with 1.9M reactions from USPTO patents (1976-2016). Predict the product of the given reaction. Given the reactants [C:1]([O:9][C@@H:10]([CH2:89][C:90]([Br:92])=[CH2:91])[CH2:11][CH2:12][C@@:13]12[O:88][C@@H:16]3[C@H:17]4[C@@H:22]([O:23][C@@H:15]3[CH2:14]1)[C@@H:21]([O:24]2)[C@H:20]1[O:25][C@@H:26]([CH2:29][CH:30]([OH:87])[CH:31]([C@@H:41]2[C@@H:45]([O:46][CH3:47])[C@@H:44]([CH2:48][C@H:49]([O:59][Si:60]([C:63]([CH3:66])([CH3:65])[CH3:64])([CH3:62])[CH3:61])[CH2:50][O:51][Si:52]([C:55]([CH3:58])([CH3:57])[CH3:56])([CH3:54])[CH3:53])[O:43][C@H:42]2[CH2:67][C@@H:68]2[C:73](=[CH2:74])[C@H:72]([CH3:75])[CH2:71][C@H:70]([CH2:76][CH2:77][CH2:78][O:79][Si:80]([CH2:85][CH3:86])([CH2:83][CH3:84])[CH2:81][CH3:82])[O:69]2)[S:32]([C:35]2[CH:40]=[CH:39][CH:38]=[CH:37][CH:36]=2)(=[O:34])=[O:33])[CH2:27][CH2:28][C@@H:19]1[O:18]4)(=[O:8])[C:2]1[CH:7]=[CH:6][CH:5]=[CH:4][CH:3]=1.C(=O)(O)[O-].[Na+].CC(OI1(OC(C)=O)(OC(C)=O)OC(=O)C2C=CC=CC1=2)=O.CC(OC)(C)C, predict the reaction product. The product is: [C:1]([O:9][C@@H:10]([CH2:89][C:90]([Br:92])=[CH2:91])[CH2:11][CH2:12][C@@:13]12[O:88][C@@H:16]3[C@H:17]4[C@@H:22]([O:23][C@@H:15]3[CH2:14]1)[C@@H:21]([O:24]2)[C@H:20]1[O:25][C@@H:26]([CH2:29][C:30](=[O:87])[CH:31]([C@@H:41]2[C@@H:45]([O:46][CH3:47])[C@@H:44]([CH2:48][C@H:49]([O:59][Si:60]([C:63]([CH3:66])([CH3:64])[CH3:65])([CH3:61])[CH3:62])[CH2:50][O:51][Si:52]([C:55]([CH3:57])([CH3:56])[CH3:58])([CH3:54])[CH3:53])[O:43][C@H:42]2[CH2:67][C@@H:68]2[C:73](=[CH2:74])[C@H:72]([CH3:75])[CH2:71][C@H:70]([CH2:76][CH2:77][CH2:78][O:79][Si:80]([CH2:81][CH3:82])([CH2:85][CH3:86])[CH2:83][CH3:84])[O:69]2)[S:32]([C:35]2[CH:36]=[CH:37][CH:38]=[CH:39][CH:40]=2)(=[O:33])=[O:34])[CH2:27][CH2:28][C@@H:19]1[O:18]4)(=[O:8])[C:2]1[CH:3]=[CH:4][CH:5]=[CH:6][CH:7]=1.